Task: Predict the reaction yield, written as a fraction of the theoretical maximum amount of product (1.0 means a 100% yield; for example, 0.34 means a 34% yield).. Dataset: Reaction yield outcomes from USPTO patents with 853,638 reactions (1) The reactants are [ClH:1].N[C:3]1[CH:4]=[CH:5][C:6]2[NH:11][C:10](=[O:12])[CH2:9][O:8][C:7]=2[CH:13]=1.N([O-])=O.[Na+].[S:18](=[O:20])=[O:19]. The catalyst is C(#N)C.O.O.O.[Cu](Cl)Cl.C(O)(=O)C. The product is [O:12]=[C:10]1[CH2:9][O:8][C:7]2[CH:13]=[C:3]([S:18]([Cl:1])(=[O:20])=[O:19])[CH:4]=[CH:5][C:6]=2[NH:11]1. The yield is 0.110. (2) The reactants are [NH2:1][CH2:2][C:3]1[CH:18]=[CH:17][C:6]2[N:7]([CH2:12][CH2:13][CH:14]([CH3:16])[CH3:15])[C:8]([CH2:10][OH:11])=[N:9][C:5]=2[CH:4]=1.CCN(C(C)C)C(C)C.[CH3:28][C:29]([O:32][C:33](O[C:33]([O:32][C:29]([CH3:31])([CH3:30])[CH3:28])=[O:34])=[O:34])([CH3:31])[CH3:30]. The catalyst is CN(C=O)C. The product is [C:29]([O:32][C:33](=[O:34])[NH:1][CH2:2][C:3]1[CH:18]=[CH:17][C:6]2[N:7]([CH2:12][CH2:13][CH:14]([CH3:15])[CH3:16])[C:8]([CH2:10][OH:11])=[N:9][C:5]=2[CH:4]=1)([CH3:31])([CH3:30])[CH3:28]. The yield is 0.710. (3) The yield is 0.190. No catalyst specified. The reactants are [Cl:1][C:2]1[C:11]2[C:6](=[CH:7][C:8]([O:20][CH3:21])=[CH:9][C:10]=2[O:12][CH:13]2[CH2:18][CH2:17][N:16]([CH3:19])[CH2:15][CH2:14]2)[N:5]=[CH:4][N:3]=1.[NH2:22][C:23]1[CH:24]=[C:25]2[C:29](=[CH:30][CH:31]=1)[NH:28][CH:27]=[C:26]2[Br:32]. The product is [ClH:1].[Br:32][C:26]1[C:25]2[C:29](=[CH:30][CH:31]=[C:23]([NH:22][C:2]3[C:11]4[C:6](=[CH:7][C:8]([O:20][CH3:21])=[CH:9][C:10]=4[O:12][CH:13]4[CH2:18][CH2:17][N:16]([CH3:19])[CH2:15][CH2:14]4)[N:5]=[CH:4][N:3]=3)[CH:24]=2)[NH:28][CH:27]=1. (4) The reactants are C([Si]([O:8][CH2:9][C:10]1[CH:14]=[C:13]([CH2:15]B2OCC(C)(C)CO2)[O:12][C:11]=1[CH3:24])(C)C)(C)(C)C.ClC1[N:27]=[N:28][C:29]([CH3:32])=[CH:30][CH:31]=1.C(=O)([O-])[O-].[Na+].[Na+].COCCOC. The catalyst is C1C=CC([P]([Pd]([P](C2C=CC=CC=2)(C2C=CC=CC=2)C2C=CC=CC=2)([P](C2C=CC=CC=2)(C2C=CC=CC=2)C2C=CC=CC=2)[P](C2C=CC=CC=2)(C2C=CC=CC=2)C2C=CC=CC=2)(C2C=CC=CC=2)C2C=CC=CC=2)=CC=1.O. The product is [CH3:24][C:11]1[O:12][C:13]([C:15]2[N:27]=[N:28][C:29]([CH3:32])=[CH:30][CH:31]=2)=[CH:14][C:10]=1[CH2:9][OH:8]. The yield is 0.310.